Dataset: Full USPTO retrosynthesis dataset with 1.9M reactions from patents (1976-2016). Task: Predict the reactants needed to synthesize the given product. (1) Given the product [CH2:27]([O:1][C:2]1[C:12]2[CH2:11][CH2:10][N:9]([C:13](=[O:18])[C:14]([F:17])([F:15])[F:16])[CH2:8][CH2:7][C:6]=2[CH:5]=[CH:4][CH:3]=1)[CH:26]=[CH2:25], predict the reactants needed to synthesize it. The reactants are: [OH:1][C:2]1[C:12]2[CH2:11][CH2:10][N:9]([C:13](=[O:18])[C:14]([F:17])([F:16])[F:15])[CH2:8][CH2:7][C:6]=2[CH:5]=[CH:4][CH:3]=1.C(=O)([O-])[O-].[K+].[K+].[CH2:25](Br)[CH:26]=[CH2:27]. (2) Given the product [CH3:34][C:23]1[CH:22]=[C:21]([C:19]([N:10]2[C:11]3[CH:18]=[CH:17][CH:16]=[CH:15][C:12]=3[CH2:13][N:14]3[C:5]([C:3]([NH:47][CH:38]([CH3:37])[CH2:39][CH2:40][C:41]4[CH:46]=[CH:45][CH:44]=[CH:43][CH:42]=4)=[O:4])=[CH:6][CH:7]=[C:8]3[CH2:9]2)=[O:20])[CH:26]=[CH:25][C:24]=1[C:27]1[CH:32]=[CH:31][CH:30]=[CH:29][C:28]=1[CH3:33], predict the reactants needed to synthesize it. The reactants are: ClC(Cl)(Cl)[C:3]([C:5]1[N:14]2[C:8]([CH2:9][N:10]([C:19]([C:21]3[CH:26]=[CH:25][C:24]([C:27]4[CH:32]=[CH:31][CH:30]=[CH:29][C:28]=4[CH3:33])=[C:23]([CH3:34])[CH:22]=3)=[O:20])[C:11]3[CH:18]=[CH:17][CH:16]=[CH:15][C:12]=3[CH2:13]2)=[CH:7][CH:6]=1)=[O:4].[CH3:37][CH:38]([NH2:47])[CH2:39][CH2:40][C:41]1[CH:46]=[CH:45][CH:44]=[CH:43][CH:42]=1. (3) Given the product [CH2:18]([O:17][C:16]1[CH:15]=[CH:14][C:13]([C:4]2[C:5]([C:7]3[CH:8]=[CH:9][N:10]=[CH:11][CH:12]=3)=[CH:6][N:2]([CH3:1])[N:3]=2)=[CH:30][CH:29]=1)[C:32]1[CH:37]=[CH:36][CH:35]=[CH:34][CH:33]=1, predict the reactants needed to synthesize it. The reactants are: [CH3:1][N:2]1[CH:6]=[C:5]([C:7]2[CH:12]=[CH:11][N:10]=[CH:9][CH:8]=2)[C:4]([C:13]2[CH:30]=[CH:29][C:16]([O:17][CH2:18]C3C=CC4C(=CC=CC=4)N=3)=[CH:15][CH:14]=2)=[N:3]1.C(O[C:32]1[CH:37]=[CH:36][C:35](C(=O)CC2C=CN=CC=2)=[CH:34][CH:33]=1)[C:32]1[CH:37]=[CH:36][CH:35]=[CH:34][CH:33]=1.